The task is: Predict hERG channel inhibition at various concentrations.. This data is from hERG Central: cardiac toxicity at 1µM, 10µM, and general inhibition. (1) The drug is O=C(Nc1cccc(F)c1)C1CCN(C(=O)c2ccc(Br)cc2)CC1. Results: hERG_inhib (hERG inhibition (general)): blocker. (2) The molecule is CCN(CC)CCCNC(=O)CCn1nc(-c2ccccc2)ccc1=O. Results: hERG_inhib (hERG inhibition (general)): blocker. (3) The compound is O=C(NCC(c1cccnc1)N1CCN(c2ccc(F)cc2)CC1)OCc1ccccc1. Results: hERG_inhib (hERG inhibition (general)): blocker. (4) The molecule is CCOC(=O)C1CCCN(C(=O)COc2ccc(N(C)S(=O)(=O)c3ccc(F)cc3)cc2)C1. Results: hERG_inhib (hERG inhibition (general)): blocker.